From a dataset of NCI-60 drug combinations with 297,098 pairs across 59 cell lines. Regression. Given two drug SMILES strings and cell line genomic features, predict the synergy score measuring deviation from expected non-interaction effect. (1) Drug 1: C1=CC(=CC=C1CC(C(=O)O)N)N(CCCl)CCCl.Cl. Drug 2: CN1C2=C(C=C(C=C2)N(CCCl)CCCl)N=C1CCCC(=O)O.Cl. Cell line: SK-MEL-28. Synergy scores: CSS=4.03, Synergy_ZIP=0.315, Synergy_Bliss=2.18, Synergy_Loewe=-5.81, Synergy_HSA=-2.15. (2) Drug 1: CC1=C(C=C(C=C1)NC2=NC=CC(=N2)N(C)C3=CC4=NN(C(=C4C=C3)C)C)S(=O)(=O)N.Cl. Drug 2: C1CC(C1)(C(=O)O)C(=O)O.[NH2-].[NH2-].[Pt+2]. Cell line: TK-10. Synergy scores: CSS=27.1, Synergy_ZIP=0.919, Synergy_Bliss=7.22, Synergy_Loewe=5.89, Synergy_HSA=7.04. (3) Drug 1: CC12CCC(CC1=CCC3C2CCC4(C3CC=C4C5=CN=CC=C5)C)O. Drug 2: C(CN)CNCCSP(=O)(O)O. Cell line: SK-MEL-2. Synergy scores: CSS=8.07, Synergy_ZIP=2.04, Synergy_Bliss=6.90, Synergy_Loewe=4.19, Synergy_HSA=4.48. (4) Cell line: RPMI-8226. Drug 2: CC(C)NC(=O)C1=CC=C(C=C1)CNNC.Cl. Drug 1: C#CCC(CC1=CN=C2C(=N1)C(=NC(=N2)N)N)C3=CC=C(C=C3)C(=O)NC(CCC(=O)O)C(=O)O. Synergy scores: CSS=4.17, Synergy_ZIP=0.694, Synergy_Bliss=4.37, Synergy_Loewe=3.63, Synergy_HSA=0.506. (5) Synergy scores: CSS=17.5, Synergy_ZIP=-11.4, Synergy_Bliss=-3.30, Synergy_Loewe=-19.1, Synergy_HSA=-3.28. Drug 2: C1=NC2=C(N1)C(=S)N=C(N2)N. Drug 1: C1CCC(C1)C(CC#N)N2C=C(C=N2)C3=C4C=CNC4=NC=N3. Cell line: U251. (6) Drug 1: CS(=O)(=O)OCCCCOS(=O)(=O)C. Drug 2: CN(C(=O)NC(C=O)C(C(C(CO)O)O)O)N=O. Cell line: SW-620. Synergy scores: CSS=23.4, Synergy_ZIP=-3.82, Synergy_Bliss=2.81, Synergy_Loewe=2.74, Synergy_HSA=4.57.